This data is from Reaction yield outcomes from USPTO patents with 853,638 reactions. The task is: Predict the reaction yield, written as a fraction of the theoretical maximum amount of product (1.0 means a 100% yield; for example, 0.34 means a 34% yield). (1) The reactants are [NH2:1][CH:2]([CH2:7][C:8]1[CH:9]=[C:10]2[C:15](=[CH:16][CH:17]=1)[N:14]=[C:13]([O:18][C:19]1[CH:24]=[CH:23][CH:22]=[CH:21][CH:20]=1)[CH:12]=[CH:11]2)[C:3]([O:5][CH3:6])=[O:4].CCN(CC)CC.[Cl:32][C:33]1[CH:38]=[CH:37][CH:36]=[C:35]([Cl:39])[C:34]=1[C:40](Cl)=[O:41].C([O-])(O)=O.[Na+]. The catalyst is C(Cl)Cl. The product is [Cl:32][C:33]1[CH:38]=[CH:37][CH:36]=[C:35]([Cl:39])[C:34]=1[C:40]([NH:1][CH:2]([CH2:7][C:8]1[CH:9]=[C:10]2[C:15](=[CH:16][CH:17]=1)[N:14]=[C:13]([O:18][C:19]1[CH:24]=[CH:23][CH:22]=[CH:21][CH:20]=1)[CH:12]=[CH:11]2)[C:3]([O:5][CH3:6])=[O:4])=[O:41]. The yield is 0.910. (2) The yield is 0.300. The reactants are C1C=CC2N(O)N=NC=2C=1.CCN(C(C)C)C(C)C.[C:20]1([C:33]2[CH:38]=[CH:37][CH:36]=[CH:35][CH:34]=2)[CH:25]=[CH:24][C:23]([NH:26][C:27](=[O:32])[CH2:28][C:29]([OH:31])=O)=[CH:22][CH:21]=1.CCN=C=NCCCN(C)C.Cl.Cl.[N:52]1([C:58]([C:60]2[CH:65]=[CH:64][CH:63]=[CH:62][C:61]=2[C:66]([F:69])([F:68])[F:67])=[O:59])[CH2:57][CH2:56][NH:55][CH2:54][CH2:53]1. The catalyst is CN(C=O)C.O. The product is [C:20]1([C:33]2[CH:38]=[CH:37][CH:36]=[CH:35][CH:34]=2)[CH:21]=[CH:22][C:23]([NH:26][C:27](=[O:32])[CH2:28][C:29](=[O:31])[N:55]2[CH2:56][CH2:57][N:52]([C:58](=[O:59])[C:60]3[CH:65]=[CH:64][CH:63]=[CH:62][C:61]=3[C:66]([F:69])([F:67])[F:68])[CH2:53][CH2:54]2)=[CH:24][CH:25]=1. (3) The reactants are [OH:1][C:2]1[C:11]([OH:12])=[CH:10][C:9]2[C:4](=[CH:5][CH:6]=[CH:7][CH:8]=2)[N:3]=1.Cl[C:14]1[C:23]2[C:18](=[CH:19][C:20]([O:26][CH3:27])=[C:21]([O:24][CH3:25])[CH:22]=2)[N:17]=[CH:16][CH:15]=1.O. The catalyst is CN(C)C1C=CN=CC=1.ClC1C=CC=CC=1Cl. The product is [CH3:25][O:24][C:21]1[CH:22]=[C:23]2[C:18](=[CH:19][C:20]=1[O:26][CH3:27])[N:17]=[CH:16][CH:15]=[C:14]2[O:12][C:11]1[C:2]([OH:1])=[N:3][C:4]2[C:9]([CH:10]=1)=[CH:8][CH:7]=[CH:6][CH:5]=2. The yield is 0.770. (4) The reactants are [NH2:1][C:2]1[S:3][C:4]2[C:9]([NH:10][C@H:11]([CH2:14][CH:15]([CH3:17])[CH3:16])[CH2:12][OH:13])=[N:8][C:7]([SH:18])=[N:6][C:5]=2[N:19]=1.Br[CH:21]([C:23]1[CH:24]=[C:25]([C:29]([F:32])([F:31])[F:30])[CH:26]=[CH:27][CH:28]=1)[CH3:22]. The yield is 0.810. No catalyst specified. The product is [NH2:1][C:2]1[S:3][C:4]2[C:9]([NH:10][C@H:11]([CH2:14][CH:15]([CH3:16])[CH3:17])[CH2:12][OH:13])=[N:8][C:7]([S:18][CH:21]([C:23]3[CH:28]=[CH:27][CH:26]=[C:25]([C:29]([F:30])([F:31])[F:32])[CH:24]=3)[CH3:22])=[N:6][C:5]=2[N:19]=1. (5) The reactants are CN(C(ON1N=NC2C=CC=CC1=2)=[N+](C)C)C.F[P-](F)(F)(F)(F)F.Cl.Cl.[CH3:27][C@H:28]1[C:36]2[C:35]([N:37]3[CH2:42][CH2:41][NH:40][CH2:39][CH2:38]3)=[N:34][CH:33]=[N:32][C:31]=2[C@H:30]([OH:43])[CH2:29]1.C(OC([N:51]1[CH2:55][CH2:54][C:53]([C:59]2[CH:64]=[CH:63][C:62]([Cl:65])=[CH:61][CH:60]=2)([C:56](O)=[O:57])[CH2:52]1)=O)(C)(C)C. The catalyst is C(Cl)Cl. The product is [Cl:65][C:62]1[CH:63]=[CH:64][C:59]([C:53]2([C:56]([N:40]3[CH2:39][CH2:38][N:37]([C:35]4[C:36]5[C@H:28]([CH3:27])[CH2:29][C@@H:30]([OH:43])[C:31]=5[N:32]=[CH:33][N:34]=4)[CH2:42][CH2:41]3)=[O:57])[CH2:54][CH2:55][NH:51][CH2:52]2)=[CH:60][CH:61]=1. The yield is 0.810.